Predict the product of the given reaction. From a dataset of Forward reaction prediction with 1.9M reactions from USPTO patents (1976-2016). (1) Given the reactants [F:1][C:2]1[C:7]([N:8]2[CH2:13][CH2:12][N:11]([CH3:14])[CH2:10][CH2:9]2)=[CH:6][C:5]([NH2:15])=[C:4]([N+:16]([O-])=O)[CH:3]=1.[H][H], predict the reaction product. The product is: [F:1][C:2]1[CH:3]=[C:4]([NH2:16])[C:5]([NH2:15])=[CH:6][C:7]=1[N:8]1[CH2:13][CH2:12][N:11]([CH3:14])[CH2:10][CH2:9]1. (2) Given the reactants [NH2:1][C:2]1[C:3]([I:16])=[C:4]([C:13](Cl)=[O:14])[C:5]([I:12])=[C:6]([C:10]=1[I:11])[C:7](Cl)=[O:8].[CH2:17]([NH2:20])[CH:18]=[CH2:19], predict the reaction product. The product is: [CH2:17]([NH:20][C:13](=[O:14])[C:4]1[C:3]([I:16])=[C:2]([NH2:1])[C:10]([I:11])=[C:6]([C:7]([NH:1][CH2:2][CH:10]=[CH2:6])=[O:8])[C:5]=1[I:12])[CH:18]=[CH2:19]. (3) Given the reactants N1([CH:6]2[C@@:23]3([CH3:24])[C:10](=[CH:11][CH2:12][C@@H:13]4[C@@H:22]3[CH2:21][CH2:20][C@@:18]3([CH3:19])[C@H:14]4[CH2:15][CH2:16][C:17]3=[O:25])[CH:9]=[C:8](N3CCCC3)[CH2:7]2)CCCC1.[CH2:31]=[O:32].S(=O)(=O)(O)[OH:34], predict the reaction product. The product is: [OH:32][CH2:31][CH:11]1[C:10]2[C@:23]([CH3:24])([CH:6]=[CH:7][C:8](=[O:34])[CH:9]=2)[C@@H:22]2[C@H:13]([C@H:14]3[C@@:18]([CH2:20][CH2:21]2)([CH3:19])[C:17](=[O:25])[CH2:16][CH2:15]3)[CH2:12]1. (4) Given the reactants [Br:1][C:2]1[CH:22]=[CH:21][C:5]([CH2:6][CH:7]2[C:11]3=[N:12][C:13]4[CH:18]=[CH:17][C:16]([F:19])=[CH:15][C:14]=4[N:10]3[C:9](=[O:20])[NH:8]2)=[CH:4][C:3]=1[F:23].BrC1C=CC(CC2C3=NC4C=C(F)C=CC=4N3C(=O)N2)=CC=1F.[NH2:47][C:48]12[CH2:55][CH2:54][C:51]([OH:56])([CH2:52][CH2:53]1)[CH2:50][CH2:49]2, predict the reaction product. The product is: [Br:1][C:2]1[CH:22]=[CH:21][C:5]([CH2:6][CH:7]([NH:8][C:9]([NH:47][C:48]23[CH2:55][CH2:54][C:51]([OH:56])([CH2:52][CH2:53]2)[CH2:50][CH2:49]3)=[O:20])[C:11]2[NH:10][C:14]3[CH:15]=[C:16]([F:19])[CH:17]=[CH:18][C:13]=3[N:12]=2)=[CH:4][C:3]=1[F:23].